Dataset: Forward reaction prediction with 1.9M reactions from USPTO patents (1976-2016). Task: Predict the product of the given reaction. (1) The product is: [F:5][C:6]1[CH:14]=[C:13]([N+:1]([O-:4])=[O:2])[CH:12]=[C:11]2[C:7]=1[CH2:8][N:9]([CH3:15])[CH2:10]2. Given the reactants [N+:1]([O-:4])(O)=[O:2].[F:5][C:6]1[CH:14]=[CH:13][CH:12]=[C:11]2[C:7]=1[CH2:8][N:9]([CH3:15])[CH2:10]2, predict the reaction product. (2) Given the reactants ClC1C=C(C2ON=C(C3C=CC4OC(C5(NC(=O)OC(C)(C)C)COC(C)(C)OC5)=CC=4C=3)N=2)C=CC=1OCCC.[Cl:42][C:43]1[C:67]([C:68]2[N:72]=[C:71]([C:73]3[CH:78]=[CH:77][C:76]([CH2:79][CH2:80][CH3:81])=[CH:75][CH:74]=3)[O:70][N:69]=2)=[CH:66][C:46]2[CH:47]=[C:48]([C:50]3([NH:58]C(=O)OC(C)(C)C)[CH2:55][O:54]C(C)(C)[O:52][CH2:51]3)[O:49][C:45]=2[CH:44]=1, predict the reaction product. The product is: [NH2:58][C:50]([C:48]1[O:49][C:45]2[CH:44]=[C:43]([Cl:42])[C:67]([C:68]3[N:72]=[C:71]([C:73]4[CH:74]=[CH:75][C:76]([CH2:79][CH2:80][CH3:81])=[CH:77][CH:78]=4)[O:70][N:69]=3)=[CH:66][C:46]=2[CH:47]=1)([CH2:51][OH:52])[CH2:55][OH:54]. (3) Given the reactants [CH:1]1([C:4]2[N:9]3[N:10]=[CH:11][C:12]([C:13]#[CH:14])=[C:8]3[N:7]=[C:6]([C:15]3[CH:20]=[CH:19][C:18]([C:21]([F:24])([F:23])[F:22])=[CH:17][CH:16]=3)[CH:5]=2)[CH2:3][CH2:2]1.Br[C:26]1[CH:31]=[CH:30][C:29]([S:32]([NH2:35])(=[O:34])=[O:33])=[CH:28][CH:27]=1, predict the reaction product. The product is: [CH:1]1([C:4]2[N:9]3[N:10]=[CH:11][C:12]([C:13]#[C:14][C:26]4[CH:31]=[CH:30][C:29]([S:32]([NH2:35])(=[O:34])=[O:33])=[CH:28][CH:27]=4)=[C:8]3[N:7]=[C:6]([C:15]3[CH:16]=[CH:17][C:18]([C:21]([F:22])([F:23])[F:24])=[CH:19][CH:20]=3)[CH:5]=2)[CH2:3][CH2:2]1. (4) Given the reactants [C:1]([O:5][C:6]([C:8]1[S:12][C:11]2[CH2:13][CH2:14][C:15](=[CH:18]N(C)C)[C:16](=O)[C:10]=2[CH:9]=1)=[O:7])([CH3:4])([CH3:3])[CH3:2].Cl.[NH:23]([C:27]1[CH:28]=[C:29]([S:33]([NH2:36])(=[O:35])=[O:34])[CH:30]=[CH:31][CH:32]=1)[C:24]([NH2:26])=[NH:25].[OH-].[Na+], predict the reaction product. The product is: [C:1]([O:5][C:6]([C:8]1[S:12][C:11]2[CH2:13][CH2:14][C:15]3[CH:18]=[N:25][C:24]([NH:23][C:27]4[CH:32]=[CH:31][CH:30]=[C:29]([S:33](=[O:34])(=[O:35])[NH2:36])[CH:28]=4)=[N:26][C:16]=3[C:10]=2[CH:9]=1)=[O:7])([CH3:4])([CH3:2])[CH3:3]. (5) The product is: [CH2:1]([C:3]([F:31])([CH2:29][CH3:30])[CH2:4][N:5]1[CH2:10][CH2:9][CH:8]([CH2:11][O:12][C:13]2[CH:14]=[CH:15][C:16]([C:19]3[CH:27]=[CH:26][C:22]([C:23]([N:55]4[CH2:59][CH2:58][CH2:57][C@H:56]4[C:60]([NH2:62])=[O:61])=[O:25])=[C:21]([F:28])[CH:20]=3)=[N:17][CH:18]=2)[CH2:7][CH2:6]1)[CH3:2]. Given the reactants [CH2:1]([C:3]([F:31])([CH2:29][CH3:30])[CH2:4][N:5]1[CH2:10][CH2:9][CH:8]([CH2:11][O:12][C:13]2[CH:14]=[CH:15][C:16]([C:19]3[CH:27]=[CH:26][C:22]([C:23]([OH:25])=O)=[C:21]([F:28])[CH:20]=3)=[N:17][CH:18]=2)[CH2:7][CH2:6]1)[CH3:2].C(Cl)CCl.C1C=CC2N(O)N=NC=2C=1.CCN(C(C)C)C(C)C.[NH:55]1[CH2:59][CH2:58][CH2:57][C@H:56]1[C:60]([NH2:62])=[O:61], predict the reaction product.